Dataset: Full USPTO retrosynthesis dataset with 1.9M reactions from patents (1976-2016). Task: Predict the reactants needed to synthesize the given product. (1) Given the product [C:4]([O:3][C:1](=[O:2])[N:8]([CH:9]1[CH2:14][CH2:13][CH:12]([N:15]([C:16]([C:18]2[S:22][C:21]3[C:23]([F:28])=[CH:24][CH:25]=[C:26]([F:27])[C:20]=3[C:19]=2[Cl:29])=[O:17])[CH2:30][C:31]2[CH:32]=[C:33]([C:44]3[CH:49]=[CH:48][C:47]([C:50](=[O:55])[C:51]([F:53])([F:54])[F:52])=[CH:46][CH:45]=3)[CH:34]=[CH:35][C:36]=2[O:37][CH3:38])[CH2:11][CH2:10]1)[CH3:42])([CH3:6])([CH3:7])[CH3:5], predict the reactants needed to synthesize it. The reactants are: [C:1]([N:8]([CH3:42])[CH:9]1[CH2:14][CH2:13][CH:12]([N:15]([CH2:30][C:31]2[CH:32]=[C:33](B(O)O)[CH:34]=[CH:35][C:36]=2[O:37][CH3:38])[C:16]([C:18]2[S:22][C:21]3[C:23]([F:28])=[CH:24][CH:25]=[C:26]([F:27])[C:20]=3[C:19]=2[Cl:29])=[O:17])[CH2:11][CH2:10]1)([O:3][C:4]([CH3:7])([CH3:6])[CH3:5])=[O:2].Br[C:44]1[CH:49]=[CH:48][C:47]([C:50](=[O:55])[C:51]([F:54])([F:53])[F:52])=[CH:46][CH:45]=1. (2) Given the product [ClH:1].[CH:2]1([N:5]2[CH2:10][CH2:9][N:8]([C:11]3[CH:16]=[C:15]([CH2:17][N:18]4[C:22]([CH3:23])=[CH:21][C:20]([C:24]5[O:28][N:27]=[C:26]([C:29]6[CH:34]=[CH:33][C:32]([O:35][C:36]([F:39])([F:37])[F:38])=[CH:31][CH:30]=6)[N:25]=5)=[N:19]4)[CH:14]=[CH:13][N:12]=3)[CH2:7][CH2:6]2)[CH2:4][CH2:3]1, predict the reactants needed to synthesize it. The reactants are: [ClH:1].[CH:2]1([N:5]2[CH2:10][CH2:9][N:8]([C:11]3[CH:16]=[C:15]([CH2:17][N:18]4[C:22]([CH3:23])=[CH:21][C:20]([C:24]5[O:28][N:27]=[C:26]([C:29]6[CH:34]=[CH:33][C:32]([O:35][C:36]([F:39])([F:38])[F:37])=[CH:31][CH:30]=6)[N:25]=5)=[N:19]4)[CH:14]=[CH:13][N:12]=3)[CH2:7][CH2:6]2)[CH2:4][CH2:3]1.C(O)(C)C.